From a dataset of Reaction yield outcomes from USPTO patents with 853,638 reactions. Predict the reaction yield, written as a fraction of the theoretical maximum amount of product (1.0 means a 100% yield; for example, 0.34 means a 34% yield). (1) The reactants are C[Mg]Br.[CH3:4]COCC.[CH2:9]([O:16][C:17]([N:19]1[CH2:22][C:21](=[O:23])[CH2:20]1)=[O:18])[C:10]1[CH:15]=[CH:14][CH:13]=[CH:12][CH:11]=1. The catalyst is C1COCC1. The product is [CH2:9]([O:16][C:17]([N:19]1[CH2:22][C:21]([OH:23])([CH3:4])[CH2:20]1)=[O:18])[C:10]1[CH:15]=[CH:14][CH:13]=[CH:12][CH:11]=1. The yield is 0.990. (2) The reactants are [N+:1]([C:4]1[CH:12]=[CH:11][CH:10]=[C:9]2[C:5]=1[CH:6]=[N:7][NH:8]2)([O-])=O.[H][H]. The catalyst is [Pd].C(O)C. The product is [NH:8]1[C:9]2[C:5](=[C:4]([NH2:1])[CH:12]=[CH:11][CH:10]=2)[CH:6]=[N:7]1. The yield is 1.00. (3) The reactants are [Br:1][C:2]1[CH:6]=[N:5][N:4]([CH3:7])[C:3]=1[C:8]1[CH:9]=[C:10]([NH2:16])[CH:11]=[CH:12][C:13]=1[O:14][CH3:15].[C:17]1([N:27]=[C:28]=[O:29])[C:26]2[C:21](=[CH:22][CH:23]=[CH:24][CH:25]=2)[CH:20]=[CH:19][CH:18]=1. The catalyst is C(Cl)Cl. The product is [Br:1][C:2]1[CH:6]=[N:5][N:4]([CH3:7])[C:3]=1[C:8]1[CH:9]=[C:10]([NH:16][C:28]([NH:27][C:17]2[C:26]3[C:21](=[CH:22][CH:23]=[CH:24][CH:25]=3)[CH:20]=[CH:19][CH:18]=2)=[O:29])[CH:11]=[CH:12][C:13]=1[O:14][CH3:15]. The yield is 0.680. (4) The reactants are Cl.Cl[C:3]1[CH:12]=[CH:11][C:10]2[C:5](=[C:6]([C:13]3[NH:22][C:16]4[N:17]=[CH:18][NH:19][C:20](=[O:21])[C:15]=4[CH:14]=3)[CH:7]=[CH:8][CH:9]=2)[N:4]=1.[NH2:23][C:24]1[CH:29]=[CH:28][CH:27]=[CH:26][CH:25]=1.[Li+].C[Si]([N-][Si](C)(C)C)(C)C. No catalyst specified. The product is [C:24]1([NH:23][C:3]2[CH:12]=[CH:11][C:10]3[C:5](=[C:6]([C:13]4[NH:22][C:16]5[N:17]=[CH:18][NH:19][C:20](=[O:21])[C:15]=5[CH:14]=4)[CH:7]=[CH:8][CH:9]=3)[N:4]=2)[CH:29]=[CH:28][CH:27]=[CH:26][CH:25]=1. The yield is 0.150. (5) The reactants are [C:1]([O:5][C:6](=[O:21])[NH:7][C:8]1[CH:13]=[C:12]([O:14][CH3:15])[C:11]([CH2:16]Br)=[C:10]([O:18][CH3:19])[C:9]=1[Br:20])([CH3:4])([CH3:3])[CH3:2].[NH:22]1[CH2:27][CH2:26][O:25][CH2:24][CH2:23]1. The product is [C:1]([O:5][C:6](=[O:21])[NH:7][C:8]1[CH:13]=[C:12]([O:14][CH3:15])[C:11]([CH2:16][N:22]2[CH2:27][CH2:26][O:25][CH2:24][CH2:23]2)=[C:10]([O:18][CH3:19])[C:9]=1[Br:20])([CH3:4])([CH3:3])[CH3:2]. The yield is 0.880. The catalyst is C1COCC1.O. (6) The reactants are [F:1][C:2]1[CH:3]=[C:4]([C@H:8]2[CH2:12][C@@H:11]([OH:13])[CH2:10][N:9]2[C:14]([O:16][C:17]([CH3:20])([CH3:19])[CH3:18])=[O:15])[CH:5]=[CH:6][CH:7]=1.CC(OI1(OC(C)=O)(OC(C)=O)OC(=O)C2C=CC=CC1=2)=O.[OH-].[Na+]. The catalyst is C(Cl)Cl.[Cl-].[Na+].O. The product is [F:1][C:2]1[CH:3]=[C:4]([C@H:8]2[CH2:12][C:11](=[O:13])[CH2:10][N:9]2[C:14]([O:16][C:17]([CH3:20])([CH3:19])[CH3:18])=[O:15])[CH:5]=[CH:6][CH:7]=1. The yield is 0.430. (7) The reactants are [Br:1][C:2]1[CH:3]=[CH:4][C:5]2=[C:6]([CH:19]=1)[NH:7][C:8](=[O:18])[CH2:9][N:10]=[C:11]2[C:12]1[CH:17]=[CH:16][CH:15]=[CH:14][CH:13]=1.[H-].[Na+].[CH3:22]I. The catalyst is CN(C=O)C. The product is [Br:1][C:2]1[CH:3]=[CH:4][C:5]2=[C:6]([CH:19]=1)[N:7]([CH3:22])[C:8](=[O:18])[CH2:9][N:10]=[C:11]2[C:12]1[CH:17]=[CH:16][CH:15]=[CH:14][CH:13]=1. The yield is 0.600. (8) The reactants are C([Si](CC)(CC)[C:4]1[NH:12][C:7]2=[CH:8][N:9]=[CH:10][CH:11]=[C:6]2[C:5]=1[CH2:13][CH2:14][OH:15])C.CCCC[N+](CCCC)(CCCC)CCCC.[F-].O. The catalyst is C1COCC1.O. The product is [NH:12]1[C:7]2=[CH:8][N:9]=[CH:10][CH:11]=[C:6]2[C:5]([CH2:13][CH2:14][OH:15])=[CH:4]1. The yield is 0.510. (9) The reactants are [F:1][C:2]1[C:3]([C:9]2[CH:14]=[C:13]([NH:15][C:16]3[CH:21]=[CH:20][N:19]=[C:18]4[CH:22]=[N:23][N:24](CC5C=CC(OC)=CC=5)[C:17]=34)[C:12]([CH3:34])=[CH:11][N:10]=2)=[N:4][C:5]([CH3:8])=[CH:6][CH:7]=1.FC1C(C2C=C(NC3C4C(=CN(CC5C=CC(OC)=CC=5)N=4)N=CC=3)C(C)=CN=2)=NC(C)=CC=1.C(O)(C(F)(F)F)=O. No catalyst specified. The product is [F:1][C:2]1[C:3]([C:9]2[CH:14]=[C:13]([NH:15][C:16]3[CH:21]=[CH:20][N:19]=[C:18]4[CH:22]=[N:23][NH:24][C:17]=34)[C:12]([CH3:34])=[CH:11][N:10]=2)=[N:4][C:5]([CH3:8])=[CH:6][CH:7]=1. The yield is 0.728.